This data is from Reaction yield outcomes from USPTO patents with 853,638 reactions. The task is: Predict the reaction yield, written as a fraction of the theoretical maximum amount of product (1.0 means a 100% yield; for example, 0.34 means a 34% yield). (1) The reactants are [Si:1](Cl)([C:4]([CH3:7])([CH3:6])[CH3:5])([CH3:3])[CH3:2].[NH:9]1[C:17]2[C:12](=[CH:13][CH:14]=[CH:15][C:16]=2[CH:18]([OH:20])[CH3:19])[CH:11]=[CH:10]1.N1C=CN=C1. The catalyst is O1CCCC1. The product is [Si:1]([O:20][CH:18]([C:16]1[CH:15]=[CH:14][CH:13]=[C:12]2[C:17]=1[NH:9][CH:10]=[CH:11]2)[CH3:19])([C:4]([CH3:7])([CH3:6])[CH3:5])([CH3:3])[CH3:2]. The yield is 0.870. (2) The reactants are [CH3:1][N:2]([C:12]1[CH:13]=[CH:14][CH:15]=[C:16]2[C:20]=1[NH:19][C:18]([C:21]1[S:22][CH:23]([CH2:26][N:27]3[CH2:32][CH2:31][S:30][CH2:29][CH2:28]3)[CH2:24][N:25]=1)=[CH:17]2)[S:3]([C:6]1[CH:11]=[CH:10][CH:9]=[CH:8][N:7]=1)(=[O:5])=[O:4].ClC1C=CC=C(C(OO)=[O:41])C=1. The catalyst is ClCCl.C(OCC)(=O)C. The product is [CH3:1][N:2]([C:12]1[CH:13]=[CH:14][CH:15]=[C:16]2[C:20]=1[NH:19][C:18]([C:21]1[S:22][CH:23]([CH2:26][N:27]3[CH2:32][CH2:31][S:30](=[O:41])[CH2:29][CH2:28]3)[CH2:24][N:25]=1)=[CH:17]2)[S:3]([C:6]1[CH:11]=[CH:10][CH:9]=[CH:8][N:7]=1)(=[O:5])=[O:4]. The yield is 0.210. (3) The catalyst is ClC(Cl)C.C(#N)C.FC(F)(F)S([O-])(=O)=O.[Yb+3].FC(F)(F)S([O-])(=O)=O.FC(F)(F)S([O-])(=O)=O. The reactants are [CH3:1][O:2][CH2:3][C:4]1[CH:5]=[C:6]([CH:8]=[CH:9][CH:10]=1)[NH2:7].[F:11][C:12]([F:25])([O:16][C:17]1[CH:18]=[C:19]([CH:22]=[CH:23][CH:24]=1)[CH:20]=O)[CH:13]([F:15])[F:14].C(O)(=O)C.[BH-](OC(C)=O)(OC(C)=O)OC(C)=O.[Na+].[F:44][C:45]([F:50])([F:49])[CH:46]1[O:48][CH2:47]1. The yield is 0.970. The product is [CH3:1][O:2][CH2:3][C:4]1[CH:5]=[C:6]([N:7]([CH2:20][C:19]2[CH:22]=[CH:23][CH:24]=[C:17]([O:16][C:12]([F:25])([F:11])[CH:13]([F:15])[F:14])[CH:18]=2)[CH2:47][CH:46]([OH:48])[C:45]([F:50])([F:49])[F:44])[CH:8]=[CH:9][CH:10]=1. (4) The reactants are [Br:1][C:2]1[CH:9]=[CH:8][C:5]([CH:6]=[O:7])=[CH:4][CH:3]=1.[CH2:10](O)[CH2:11][OH:12].C(=O)(O)[O-].[Na+]. The catalyst is C1(C)C=CC=CC=1.O.C1(C)C=CC(S(O)(=O)=O)=CC=1. The product is [Br:1][C:2]1[CH:9]=[CH:8][C:5]([CH:6]2[O:12][CH2:11][CH2:10][O:7]2)=[CH:4][CH:3]=1. The yield is 0.940. (5) The reactants are C([Si](C)(C)[O:6][CH2:7][CH2:8][NH:9][C:10]1[O:11][C:12]([C:15]2[CH:20]=[CH:19][C:18]([F:21])=[C:17]([F:22])[C:16]=2[NH:23][C:24]2[CH:29]=[CH:28][C:27]([CH2:30][CH3:31])=[CH:26][C:25]=2[F:32])=[N:13][N:14]=1)(C)(C)C.C(O)(=O)C.[F-].C([N+](CCCC)(CCCC)CCCC)CCC. The catalyst is O1CCCC1. The product is [CH2:30]([C:27]1[CH:28]=[CH:29][C:24]([NH:23][C:16]2[C:17]([F:22])=[C:18]([F:21])[CH:19]=[CH:20][C:15]=2[C:12]2[O:11][C:10]([NH:9][CH2:8][CH2:7][OH:6])=[N:14][N:13]=2)=[C:25]([F:32])[CH:26]=1)[CH3:31]. The yield is 0.825.